Dataset: Forward reaction prediction with 1.9M reactions from USPTO patents (1976-2016). Task: Predict the product of the given reaction. (1) Given the reactants [NH2:1][C:2]1[C:7]([F:8])=[CH:6][C:5]([OH:9])=[C:4]([F:10])[CH:3]=1.CC(C)([O-])C.[K+].Cl[C:18]1[C:23]([I:24])=[CH:22][N:21]=[CH:20][N:19]=1, predict the reaction product. The product is: [F:8][C:7]1[CH:6]=[C:5]([O:9][C:18]2[C:23]([I:24])=[CH:22][N:21]=[CH:20][N:19]=2)[C:4]([F:10])=[CH:3][C:2]=1[NH2:1]. (2) Given the reactants [CH3:1][O:2][C:3]1[CH:4]=[CH:5][C:6]2[NH:12][C:11](=[O:13])[N:10]([CH:14]3[CH2:19][CH2:18][NH:17][CH2:16][CH2:15]3)[CH2:9][CH2:8][C:7]=2[CH:20]=1.Cl[C:22]1[CH:27]=[CH:26][N:25]=[C:24]([C:28]([N:30]2[C:38]3[C:33](=[C:34]([F:40])[C:35]([F:39])=[CH:36][CH:37]=3)[CH2:32][CH2:31]2)=[O:29])[CH:23]=1.C(=O)([O-])[O-].[K+].[K+], predict the reaction product. The product is: [F:40][C:34]1[C:35]([F:39])=[CH:36][CH:37]=[C:38]2[C:33]=1[CH2:32][CH2:31][N:30]2[C:28]([C:24]1[CH:23]=[C:22]([N:17]2[CH2:18][CH2:19][CH:14]([N:10]3[CH2:9][CH2:8][C:7]4[CH:20]=[C:3]([O:2][CH3:1])[CH:4]=[CH:5][C:6]=4[NH:12][C:11]3=[O:13])[CH2:15][CH2:16]2)[CH:27]=[CH:26][N:25]=1)=[O:29].